This data is from Forward reaction prediction with 1.9M reactions from USPTO patents (1976-2016). The task is: Predict the product of the given reaction. (1) Given the reactants [N+](C1C=CC(C(=O)CNC(=O)CCNC(=O)OC(C)(C)C)=CC=1)([O-])=O.Cl.[NH2:27][CH2:28][C:29]([C:31]1[CH:36]=[CH:35][C:34]([N+:37]([O-:39])=[O:38])=[CH:33][CH:32]=1)=[O:30].[C:40]([O:44][C:45]([NH:47][C:48]([CH3:53])([CH3:52])[C:49](O)=[O:50])=[O:46])([CH3:43])([CH3:42])[CH3:41], predict the reaction product. The product is: [CH3:53][C:48]([NH:47][C:45](=[O:46])[O:44][C:40]([CH3:43])([CH3:42])[CH3:41])([CH3:52])[C:49]([NH:27][CH2:28][C:29]([C:31]1[CH:32]=[CH:33][C:34]([N+:37]([O-:39])=[O:38])=[CH:35][CH:36]=1)=[O:30])=[O:50]. (2) The product is: [Br:14][C:7]1[CH:6]=[C:5]2[C:10]([CH:11]=[C:2]([NH2:1])[N:3]=[CH:4]2)=[CH:9][CH:8]=1. Given the reactants [NH2:1][C:2]1[N:3]=[CH:4][C:5]2[C:10]([C:11]=1C#N)=[CH:9][CH:8]=[C:7]([Br:14])[CH:6]=2.OS(O)(=O)=O.[OH-].[Na+], predict the reaction product. (3) Given the reactants C[O-].[Na+].[CH2:4]([C:11]12[C:27]3[C:23](=[CH:24][N:25]([CH3:28])[N:26]=3)[CH2:22][CH2:21][CH:12]1[CH:13]([CH3:20])[C:14]1[O:18][N:17]=[CH:16][C:15]=1[CH2:19]2)[C:5]1[CH:10]=[CH:9][CH:8]=[CH:7][CH:6]=1, predict the reaction product. The product is: [CH2:4]([C:11]12[CH2:19][CH:15]([C:16]#[N:17])[C:14](=[O:18])[CH:13]([CH3:20])[CH:12]1[CH2:21][CH2:22][C:23]1[C:27]2=[N:26][N:25]([CH3:28])[CH:24]=1)[C:5]1[CH:6]=[CH:7][CH:8]=[CH:9][CH:10]=1. (4) Given the reactants I.[Cl:2][C:3]1[C:4]2[C:5]3[C:6](=[C:20]([CH3:23])[O:21][N:22]=3)[C:7](=[O:19])[N:8]([CH:13]3[CH2:18][CH2:17][CH2:16][NH:15][CH2:14]3)[C:9]=2[CH:10]=[CH:11][CH:12]=1.[C:24](O)(=[O:35])[C:25]1[CH:34]=[CH:33][C:32]2[C:27](=[CH:28][CH:29]=[CH:30][CH:31]=2)[N:26]=1.Cl.CN(C)CCCN=C=NCC.ON1C2N=CC=CC=2N=N1.C(N(CC)CC)C, predict the reaction product. The product is: [Cl:2][C:3]1[C:4]2[C:5]3[C:6](=[C:20]([CH3:23])[O:21][N:22]=3)[C:7](=[O:19])[N:8]([CH:13]3[CH2:18][CH2:17][CH2:16][N:15]([C:24]([C:25]4[CH:34]=[CH:33][C:32]5[C:27](=[CH:28][CH:29]=[CH:30][CH:31]=5)[N:26]=4)=[O:35])[CH2:14]3)[C:9]=2[CH:10]=[CH:11][CH:12]=1. (5) Given the reactants [CH3:1][C:2]1[C:3](S(C)(=O)=O)=[N:4][C:5]([N:8]2[CH:12]=[C:11]([C:13]([F:16])([F:15])[F:14])[CH:10]=[N:9]2)=[N:6][CH:7]=1.[OH:21][C:22]1[CH:26]=[C:25]([C:27]([F:30])([F:29])[F:28])[S:24][CH:23]=1.C([O-])([O-])=O.[K+].[K+].O, predict the reaction product. The product is: [CH3:1][C:2]1[C:3]([O:21][C:22]2[CH:26]=[C:25]([C:27]([F:30])([F:29])[F:28])[S:24][CH:23]=2)=[N:4][C:5]([N:8]2[CH:12]=[C:11]([C:13]([F:14])([F:15])[F:16])[CH:10]=[N:9]2)=[N:6][CH:7]=1.